From a dataset of NCI-60 drug combinations with 297,098 pairs across 59 cell lines. Regression. Given two drug SMILES strings and cell line genomic features, predict the synergy score measuring deviation from expected non-interaction effect. (1) Drug 1: CC1C(C(CC(O1)OC2CC(CC3=C2C(=C4C(=C3O)C(=O)C5=C(C4=O)C(=CC=C5)OC)O)(C(=O)CO)O)N)O.Cl. Drug 2: C1=C(C(=O)NC(=O)N1)F. Cell line: NCI-H226. Synergy scores: CSS=32.6, Synergy_ZIP=2.83, Synergy_Bliss=2.03, Synergy_Loewe=-2.11, Synergy_HSA=-1.60. (2) Drug 1: CC1=C2C(C(=O)C3(C(CC4C(C3C(C(C2(C)C)(CC1OC(=O)C(C(C5=CC=CC=C5)NC(=O)C6=CC=CC=C6)O)O)OC(=O)C7=CC=CC=C7)(CO4)OC(=O)C)O)C)OC(=O)C. Drug 2: CC12CCC3C(C1CCC2O)C(CC4=C3C=CC(=C4)O)CCCCCCCCCS(=O)CCCC(C(F)(F)F)(F)F. Cell line: A498. Synergy scores: CSS=-1.06, Synergy_ZIP=1.25, Synergy_Bliss=1.29, Synergy_Loewe=-0.275, Synergy_HSA=-0.817. (3) Drug 1: CC12CCC3C(C1CCC2=O)CC(=C)C4=CC(=O)C=CC34C. Drug 2: CC1=CC=C(C=C1)C2=CC(=NN2C3=CC=C(C=C3)S(=O)(=O)N)C(F)(F)F. Cell line: SF-295. Synergy scores: CSS=40.2, Synergy_ZIP=-0.140, Synergy_Bliss=-2.64, Synergy_Loewe=-6.43, Synergy_HSA=-1.93.